This data is from Reaction yield outcomes from USPTO patents with 853,638 reactions. The task is: Predict the reaction yield, written as a fraction of the theoretical maximum amount of product (1.0 means a 100% yield; for example, 0.34 means a 34% yield). The reactants are Br[C:2]1[CH:3]=[C:4]2[C:10]([CH2:11][C:12]3[C:13]([F:23])=[C:14]([CH:19]=[CH:20][C:21]=3[F:22])[O:15][CH2:16][CH2:17][OH:18])=[CH:9][NH:8][C:5]2=[N:6][CH:7]=1.[N:24]1[CH:29]=[CH:28][CH:27]=[C:26](B(O)O)[CH:25]=1.C(=O)([O-])[O-].[K+].[K+].O. The catalyst is C(#N)C.C1C=CC([P]([Pd]([P](C2C=CC=CC=2)(C2C=CC=CC=2)C2C=CC=CC=2)([P](C2C=CC=CC=2)(C2C=CC=CC=2)C2C=CC=CC=2)[P](C2C=CC=CC=2)(C2C=CC=CC=2)C2C=CC=CC=2)(C2C=CC=CC=2)C2C=CC=CC=2)=CC=1. The product is [F:23][C:13]1[C:12]([CH2:11][C:10]2[C:4]3[C:5](=[N:6][CH:7]=[C:2]([C:26]4[CH:25]=[N:24][CH:29]=[CH:28][CH:27]=4)[CH:3]=3)[NH:8][CH:9]=2)=[C:21]([F:22])[CH:20]=[CH:19][C:14]=1[O:15][CH2:16][CH2:17][OH:18]. The yield is 0.320.